From a dataset of Reaction yield outcomes from USPTO patents with 853,638 reactions. Predict the reaction yield, written as a fraction of the theoretical maximum amount of product (1.0 means a 100% yield; for example, 0.34 means a 34% yield). (1) The reactants are [O:1]([C@@H:9]([CH2:16][O:17][C:18]1[C:23]([CH:24]=[O:25])=[CH:22][CH:21]=[C:20]([O:26][CH2:27][CH2:28][CH3:29])[C:19]=1[CH3:30])[CH2:10][C:11]([O:13][CH2:14][CH3:15])=[O:12])[Si](C(C)(C)C)(C)C.CCCC[N+](CCCC)(CCCC)CCCC.[F-]. The yield is 0.530. The product is [CH:24]([C:23]1[C:18]([O:17][CH2:16][C@H:9]([OH:1])[CH2:10][C:11]([O:13][CH2:14][CH3:15])=[O:12])=[C:19]([CH3:30])[C:20]([O:26][CH2:27][CH2:28][CH3:29])=[CH:21][CH:22]=1)=[O:25]. The catalyst is C1COCC1.O. (2) The reactants are [Br:1][C:2]1[CH:12]=[C:11]([F:13])[CH:10]=[C:9]([F:14])[C:3]=1[O:4][CH2:5][C:6]([OH:8])=O.[CH:15]([NH:18][NH:19][C:20](=[O:27])[C:21]1[CH:26]=[CH:25][CH:24]=[CH:23][CH:22]=1)([CH3:17])[CH3:16].C(N(C(C)C)CC)(C)C.C1CN([P+](Br)(N2CCCC2)N2CCCC2)CC1.F[P-](F)(F)(F)(F)F. The catalyst is CN(C=O)C. The product is [Br:1][C:2]1[CH:12]=[C:11]([F:13])[CH:10]=[C:9]([F:14])[C:3]=1[O:4][CH2:5][C:6]([N:18]([CH:15]([CH3:17])[CH3:16])[NH:19][C:20](=[O:27])[C:21]1[CH:26]=[CH:25][CH:24]=[CH:23][CH:22]=1)=[O:8]. The yield is 0.320. (3) The reactants are [C:1]1([CH:7]2[NH:12][C:11]3=[C:13]([NH2:17])[CH:14]=[CH:15][CH:16]=[C:10]3[O:9][CH2:8]2)[CH:6]=[CH:5][CH:4]=[CH:3][CH:2]=1.CCN(C(C)C)C(C)C.C1N=CN([C:32](N2C=NC=C2)=[O:33])C=1.CCOC(C)=O. The catalyst is C1COCC1. The product is [C:1]1([CH:7]2[N:12]3[C:32](=[O:33])[NH:17][C:13]4=[CH:14][CH:15]=[CH:16][C:10](=[C:11]34)[O:9][CH2:8]2)[CH:2]=[CH:3][CH:4]=[CH:5][CH:6]=1. The yield is 0.480. (4) The reactants are [Cl:1][C:2]1[N:7]=[CH:6][C:5]2[C:8](I)=[CH:9][N:10]([CH:11]([CH3:13])[CH3:12])[C:4]=2[CH:3]=1.[CH3:15][S:16](O)(=[O:18])=[O:17].CNCCNC. The catalyst is CS(C)=O. The product is [Cl:1][C:2]1[N:7]=[CH:6][C:5]2[C:8]([S:16]([CH3:15])(=[O:18])=[O:17])=[CH:9][N:10]([CH:11]([CH3:13])[CH3:12])[C:4]=2[CH:3]=1. The yield is 0.560.